Predict the product of the given reaction. From a dataset of Forward reaction prediction with 1.9M reactions from USPTO patents (1976-2016). (1) Given the reactants [N:1]1([CH2:5][CH2:6][O:7][C:8]2[CH:13]=[CH:12][C:11]([NH2:14])=[CH:10][C:9]=2[C:15]2[N:19]([CH3:20])[N:18]=[CH:17][CH:16]=2)[CH2:4][CH2:3][CH2:2]1.[F:21][C:22]1[CH:27]=[C:26]([F:28])[CH:25]=[CH:24][C:23]=1[N:29]=[C:30]=[O:31], predict the reaction product. The product is: [N:1]1([CH2:5][CH2:6][O:7][C:8]2[CH:13]=[CH:12][C:11]([NH:14][C:30]([NH:29][C:23]3[CH:24]=[CH:25][C:26]([F:28])=[CH:27][C:22]=3[F:21])=[O:31])=[CH:10][C:9]=2[C:15]2[N:19]([CH3:20])[N:18]=[CH:17][CH:16]=2)[CH2:2][CH2:3][CH2:4]1. (2) The product is: [C:6]([C:5]1[CH:8]=[CH:9][C:2]([C:16]([OH:18])=[O:17])=[CH:3][C:4]=1[CH3:10])#[N:7]. Given the reactants Br[C:2]1[CH:9]=[CH:8][C:5]([C:6]#[N:7])=[C:4]([CH3:10])[CH:3]=1.C([Li])CCC.[C:16](=[O:18])=[O:17].O, predict the reaction product. (3) Given the reactants Cl[CH2:2][C:3]1[N:7]2[CH:8]=[CH:9][CH:10]=[CH:11][C:6]2=[N:5][C:4]=1[C:12]1[CH:17]=[CH:16][CH:15]=[CH:14][C:13]=1[N+:18]([O-])=O.C(N(CC)CC)C.[C:28]([N:35]1[CH2:40][CH2:39][NH:38][CH2:37][CH2:36]1)([O:30][C:31]([CH3:34])([CH3:33])[CH3:32])=[O:29], predict the reaction product. The product is: [C:31]([O:30][C:28]([N:35]1[CH2:40][CH2:39][N:38]([CH2:2][C:3]2[N:7]3[CH:8]=[CH:9][CH:10]=[CH:11][C:6]3=[N:5][C:4]=2[C:12]2[CH:17]=[CH:16][CH:15]=[CH:14][C:13]=2[NH2:18])[CH2:37][CH2:36]1)=[O:29])([CH3:34])([CH3:32])[CH3:33]. (4) The product is: [CH3:17][C:18]1[CH:22]=[C:21]([CH3:23])[N:20]([C:2]2[N:7]=[C:6]([NH:9][C:10]3[CH:15]=[CH:14][C:13]([CH3:16])=[CH:12][CH:11]=3)[CH:5]=[CH:4][N:3]=2)[N:19]=1. Given the reactants Cl[C:2]1[N:7]=[C:6](Cl)[CH:5]=[CH:4][N:3]=1.[NH2:9][C:10]1[CH:15]=[CH:14][C:13]([CH3:16])=[CH:12][CH:11]=1.[CH3:17][C:18]1[CH:22]=[C:21]([CH3:23])[NH:20][N:19]=1, predict the reaction product. (5) Given the reactants [ClH:1].[CH3:2][C:3]1[CH:4]=[C:5](OS(C2C=CC=CC=2S(N2CCN(C3C=CC=CC=3)CC2)(=O)=O)(=O)=O)[CH:6]=[C:7]([CH:17]=1)[O:8][CH2:9][CH2:10][CH2:11][O:12][NH:13][C:14]([NH2:16])=[NH:15].C(OC(N(OCCCOC1C=C(C)C=C([O:73][S:74]([C:77]2[CH:82]=[CH:81][CH:80]=[CH:79][C:78]=2[S:83]([N:86]2[CH2:91][CH2:90][N:89]([C:92]3[CH:97]=[CH:96][CH:95]=[CH:94][CH:93]=3)[CH2:88][CH2:87]2)(=[O:85])=[O:84])(=[O:76])=[O:75])C=1)C(NC(OC(C)(C)C)=O)=N)=O)(C)(C)C.C(C(=CC1C=CC(O)=CC=1)C(O)=O)#N, predict the reaction product. The product is: [ClH:1].[CH3:2][C:3]1[CH:4]=[CH:5][CH:6]=[C:7]([CH:17]=1)[O:8][CH2:9][CH2:10][CH2:11][O:12][NH:13][C:14]([NH:16][O:73][S:74]([C:77]1[CH:82]=[CH:81][CH:80]=[CH:79][C:78]=1[S:83]([N:86]1[CH2:87][CH2:88][N:89]([C:92]2[CH:97]=[CH:96][CH:95]=[CH:94][CH:93]=2)[CH2:90][CH2:91]1)(=[O:85])=[O:84])(=[O:75])=[O:76])=[NH:15]. (6) Given the reactants [CH3:1][NH:2][C:3]([C:5]1[C:6]([C:11]2[CH:16]=[CH:15][C:14]([C:17]([F:20])([F:19])[F:18])=[CH:13][CH:12]=2)=[CH:7][CH:8]=[CH:9][CH:10]=1)=O.[BH4-].[Na+].II.CO, predict the reaction product. The product is: [CH3:1][NH:2][CH2:3][C:5]1[CH:10]=[CH:9][CH:8]=[CH:7][C:6]=1[C:11]1[CH:16]=[CH:15][C:14]([C:17]([F:18])([F:19])[F:20])=[CH:13][CH:12]=1. (7) Given the reactants C(OC([NH:8][C@@H:9]1[CH2:14][CH2:13][CH2:12][N:11]([C:15]2[N:19](COC)[N:18]=[C:17]([C:23](O)=[O:24])[C:16]=2[CH2:26][C:27]2[CH:32]=[CH:31][CH:30]=[CH:29][C:28]=2[Cl:33])[CH2:10]1)=O)(C)(C)C.Cl.[CH3:35][OH:36], predict the reaction product. The product is: [NH2:8][C@@H:9]1[CH2:14][CH2:13][CH2:12][N:11]([C:15]2[NH:19][N:18]=[C:17]([C:23]([O:36][CH3:35])=[O:24])[C:16]=2[CH2:26][C:27]2[CH:32]=[CH:31][CH:30]=[CH:29][C:28]=2[Cl:33])[CH2:10]1.